This data is from Forward reaction prediction with 1.9M reactions from USPTO patents (1976-2016). The task is: Predict the product of the given reaction. Given the reactants Cl[C:2]1[N:11]=[C:10]2[C:5]([C:6](=[O:21])[C:7]([C:16]([O:18][CH2:19][CH3:20])=[O:17])=[CH:8][N:9]2[CH2:12][CH2:13][C:14]#[N:15])=[CH:4][CH:3]=1.Cl.[NH:23]1[CH2:26][CH2:25][CH2:24]1.C(N(CC)CC)C, predict the reaction product. The product is: [N:23]1([C:2]2[N:11]=[C:10]3[C:5]([C:6](=[O:21])[C:7]([C:16]([O:18][CH2:19][CH3:20])=[O:17])=[CH:8][N:9]3[CH2:12][CH2:13][C:14]#[N:15])=[CH:4][CH:3]=2)[CH2:26][CH2:25][CH2:24]1.